This data is from Peptide-MHC class I binding affinity with 185,985 pairs from IEDB/IMGT. The task is: Regression. Given a peptide amino acid sequence and an MHC pseudo amino acid sequence, predict their binding affinity value. This is MHC class I binding data. (1) The peptide sequence is MEYDAVATT. The MHC is HLA-B44:02 with pseudo-sequence HLA-B44:02. The binding affinity (normalized) is 0.0847. (2) The peptide sequence is DPPTDTPLDL. The MHC is Mamu-A01 with pseudo-sequence Mamu-A01. The binding affinity (normalized) is 0.399. (3) The peptide sequence is QIAILVTTV. The MHC is HLA-A02:02 with pseudo-sequence HLA-A02:02. The binding affinity (normalized) is 0.537. (4) The peptide sequence is KFYGPFVDR. The MHC is HLA-B40:01 with pseudo-sequence HLA-B40:01. The binding affinity (normalized) is 0.0652. (5) The peptide sequence is VLPPLSADL. The MHC is HLA-B58:01 with pseudo-sequence HLA-B58:01. The binding affinity (normalized) is 0.0847.